From a dataset of Full USPTO retrosynthesis dataset with 1.9M reactions from patents (1976-2016). Predict the reactants needed to synthesize the given product. Given the product [Cl:3][C:2]1[N:4]=[C:5]([C:24]2[CH:23]=[CH:22][C:21]([CH3:25])=[CH:20][C:19]=2[CH3:26])[N:7]=[C:8]([C:24]2[CH:23]=[CH:22][C:21]([CH3:25])=[CH:20][C:19]=2[CH3:26])[N:1]=1.[CH3:26][C:19]1[CH:20]=[C:21]([CH3:25])[CH:22]=[CH:23][C:24]=1[C:2]1[N:4]=[C:5]([C:24]2[CH:23]=[CH:22][C:21]([CH3:25])=[CH:20][C:19]=2[CH3:26])[N:7]=[C:8]([C:24]2[CH:23]=[CH:22][C:21]([CH3:25])=[CH:20][C:19]=2[CH3:26])[N:1]=1, predict the reactants needed to synthesize it. The reactants are: [N:1]1[C:8](Cl)=[N:7][C:5](Cl)=[N:4][C:2]=1[Cl:3].[Al+3].[Cl-].[Cl-].[Cl-].S(=O)(=O)(O)O.[C:19]1([CH3:26])[CH:24]=[CH:23][CH:22]=[C:21]([CH3:25])[CH:20]=1.